From a dataset of Full USPTO retrosynthesis dataset with 1.9M reactions from patents (1976-2016). Predict the reactants needed to synthesize the given product. (1) The reactants are: [CH3:1][C@H:2]([C@@:10]([OH:25])([C:17]1[CH:18]=[CH:19][C:20]([F:24])=[CH:21][C:22]=1[F:23])[CH2:11][N:12]1[N:16]=[CH:15][N:14]=[CH:13]1)[C:3]1[N:8]=[CH:7][N:6]=[CH:5][C:4]=1[F:9].[C@@]12(CS([O-])(=O)=O)C(C)(C)C(CC1)CC2=O.[OH-].[Na+]. Given the product [CH3:1][C@H:2]([C@@:10]([OH:25])([C:17]1[CH:18]=[CH:19][C:20]([F:24])=[CH:21][C:22]=1[F:23])[CH2:11][N:12]1[N:16]=[CH:15][N:14]=[CH:13]1)[C:3]1[N:8]=[CH:7][N:6]=[CH:5][C:4]=1[F:9], predict the reactants needed to synthesize it. (2) Given the product [CH2:8]([N:15]1[C:19]([C:20]2[CH:25]=[CH:24][C:23]([F:26])=[CH:22][CH:21]=2)=[N:18][C:17]([NH:27][C:37]([C:38]([NH:39][C:35](=[O:36])[C:32]2[CH:31]=[CH:30][C:29]([F:28])=[CH:34][CH:33]=2)([CH3:41])[CH3:40])=[O:42])=[N:16]1)[C:9]1[CH:14]=[CH:13][CH:12]=[CH:11][CH:10]=1, predict the reactants needed to synthesize it. The reactants are: CN1C(=O)CCC1.[CH2:8]([N:15]1[C:19]([C:20]2[CH:25]=[CH:24][C:23]([F:26])=[CH:22][CH:21]=2)=[N:18][C:17]([NH2:27])=[N:16]1)[C:9]1[CH:14]=[CH:13][CH:12]=[CH:11][CH:10]=1.[F:28][C:29]1[CH:34]=[CH:33][C:32]([C:35]2[O:36][C:37](=[O:42])[C:38]([CH3:41])([CH3:40])[N:39]=2)=[CH:31][CH:30]=1. (3) Given the product [F:1][CH:2]([F:13])[O:3][C:4]1[CH:11]=[CH:10][C:7]([CH:8]=[O:9])=[CH:6][C:5]=1[O:12][C:16]1[CH:17]=[CH:18][C:19]([N+:21]([O-:23])=[O:22])=[CH:20][C:15]=1[Br:14], predict the reactants needed to synthesize it. The reactants are: [F:1][CH:2]([F:13])[O:3][C:4]1[CH:11]=[CH:10][C:7]([CH:8]=[O:9])=[CH:6][C:5]=1[OH:12].[Br:14][C:15]1[CH:20]=[C:19]([N+:21]([O-:23])=[O:22])[CH:18]=[CH:17][C:16]=1F.[F-].[K+]. (4) Given the product [CH2:1]([O:3][C:4]([C:6]1[C:15](=[O:16])[C:14]2[C:9](=[C:10]([O:19][S:33]([C:36]([F:39])([F:38])[F:37])(=[O:35])=[O:34])[C:11]([F:18])=[C:12]([F:17])[CH:13]=2)[N:8]([CH:20]2[CH2:21][CH2:22]2)[CH:7]=1)=[O:5])[CH3:2], predict the reactants needed to synthesize it. The reactants are: [CH2:1]([O:3][C:4]([C:6]1[C:15](=[O:16])[C:14]2[C:9](=[C:10]([OH:19])[C:11]([F:18])=[C:12]([F:17])[CH:13]=2)[N:8]([CH:20]2[CH2:22][CH2:21]2)[CH:7]=1)=[O:5])[CH3:2].C(N(C(C)C)CC)(C)C.[N-]([S:33]([C:36]([F:39])([F:38])[F:37])(=[O:35])=[O:34])[S:33]([C:36]([F:39])([F:38])[F:37])(=[O:35])=[O:34]. (5) Given the product [F:1][C:2]1[C:3]([O:28][CH3:29])=[CH:4][C:5]([CH2:23][C:24]([F:27])([F:25])[F:26])=[C:6]([C:8]2[N:13]=[CH:12][C:11]3[CH:14]=[N:15][NH:16][C:10]=3[CH:9]=2)[CH:7]=1, predict the reactants needed to synthesize it. The reactants are: [F:1][C:2]1[C:3]([O:28][CH3:29])=[CH:4][C:5]([CH2:23][C:24]([F:27])([F:26])[F:25])=[C:6]([C:8]2[N:13]=[CH:12][C:11]3[CH:14]=[N:15][N:16](C4CCCCO4)[C:10]=3[CH:9]=2)[CH:7]=1.Cl.